Dataset: Catalyst prediction with 721,799 reactions and 888 catalyst types from USPTO. Task: Predict which catalyst facilitates the given reaction. (1) Reactant: [CH2:1]([N:3]([CH2:37][CH3:38])[CH2:4][CH2:5][CH2:6][NH:7][C:8]1[N:9]=[C:10]([C:27]2[CH:28]=[C:29]([CH:33]=[CH:34][C:35]=2[CH3:36])[C:30](O)=[O:31])[C:11]2[CH:17]=[CH:16][C:15](=[O:18])[N:14]([C:19]3[C:24]([F:25])=[CH:23][CH:22]=[CH:21][C:20]=3[F:26])[C:12]=2[N:13]=1)[CH3:2].CN(C(ON1N=NC2C=CC=CC1=2)=[N+](C)C)C.F[P-](F)(F)(F)(F)F.C(N(CC)CC)C.[C:70]1([C@H:76]([NH2:78])[CH3:77])[CH:75]=[CH:74][CH:73]=[CH:72][CH:71]=1. Product: [CH2:37]([N:3]([CH2:1][CH3:2])[CH2:4][CH2:5][CH2:6][NH:7][C:8]1[N:9]=[C:10]([C:27]2[CH:28]=[C:29]([CH:33]=[CH:34][C:35]=2[CH3:36])[C:30]([NH:78][C@@H:76]([C:70]2[CH:75]=[CH:74][CH:73]=[CH:72][CH:71]=2)[CH3:77])=[O:31])[C:11]2[CH:17]=[CH:16][C:15](=[O:18])[N:14]([C:19]3[C:24]([F:25])=[CH:23][CH:22]=[CH:21][C:20]=3[F:26])[C:12]=2[N:13]=1)[CH3:38]. The catalyst class is: 3. (2) Reactant: [F:1][C:2]([F:10])([F:9])[C:3]1[CH:8]=[CH:7][N:6]=[CH:5][CH:4]=1.[Br:11][CH2:12][C:13]([OH:15])=[O:14]. Product: [Br-:11].[C:13]([CH2:12][N+:6]1[CH:7]=[CH:8][C:3]([C:2]([F:10])([F:9])[F:1])=[CH:4][CH:5]=1)([OH:15])=[O:14]. The catalyst class is: 13. (3) Reactant: [CH3:1][C:2]1([CH3:10])[CH:8]2[CH:6]([O:7]2)[C:5](=[O:9])[CH2:4][CH2:3]1.[OH-].[K+].[CH3:13]O. The catalyst class is: 6. Product: [CH3:13][O:7][C:6]1[C:5](=[O:9])[CH2:4][CH2:3][C:2]([CH3:10])([CH3:1])[CH:8]=1. (4) Reactant: [OH:1][C@@H:2]1[CH2:5][C@H:4]([CH:6]([NH:8][C:9]([C:11]2[C:19]3[C:14](=[N:15][CH:16]=[C:17]([C:20]4[C:28]5[C:23](=[CH:24][C:25]([F:29])=[CH:26][CH:27]=5)[N:22]([CH3:30])[N:21]=4)[N:18]=3)[N:13]([CH2:31][O:32][CH2:33][CH2:34][Si:35]([CH3:38])([CH3:37])[CH3:36])[CH:12]=2)=[O:10])[CH3:7])[CH2:3]1.C(N(CC)CC)C.[CH3:46][S:47](Cl)(=[O:49])=[O:48]. Product: [F:29][C:25]1[CH:24]=[C:23]2[C:28]([C:20]([C:17]3[N:18]=[C:19]4[C:11]([C:9]([NH:8][CH:6]([C@@H:4]5[CH2:3][C@H:2]([O:1][S:47]([CH3:46])(=[O:49])=[O:48])[CH2:5]5)[CH3:7])=[O:10])=[CH:12][N:13]([CH2:31][O:32][CH2:33][CH2:34][Si:35]([CH3:37])([CH3:36])[CH3:38])[C:14]4=[N:15][CH:16]=3)=[N:21][N:22]2[CH3:30])=[CH:27][CH:26]=1. The catalyst class is: 2. (5) Reactant: [C:1]([O:5][C:6]([N:8]1[CH2:13][CH2:12][CH:11]([O:14][CH2:15][CH2:16][C:17]([O:19]C)=[O:18])[CH2:10][CH2:9]1)=[O:7])([CH3:4])([CH3:3])[CH3:2].[OH-].[Na+]. Product: [C:1]([O:5][C:6]([N:8]1[CH2:9][CH2:10][CH:11]([O:14][CH2:15][CH2:16][C:17]([OH:19])=[O:18])[CH2:12][CH2:13]1)=[O:7])([CH3:4])([CH3:2])[CH3:3]. The catalyst class is: 5.